The task is: Predict which catalyst facilitates the given reaction.. This data is from Catalyst prediction with 721,799 reactions and 888 catalyst types from USPTO. (1) Reactant: O[CH2:2][C:3]1[CH:4]=[C:5]([N:9]2[C:13]([C:14]([O:16][CH2:17][CH3:18])=[O:15])=[CH:12][C:11]([CH:19]([CH3:21])[CH3:20])=[N:10]2)[CH:6]=[CH:7][CH:8]=1.S(Cl)([Cl:24])=O. Product: [Cl:24][CH2:2][C:3]1[CH:4]=[C:5]([N:9]2[C:13]([C:14]([O:16][CH2:17][CH3:18])=[O:15])=[CH:12][C:11]([CH:19]([CH3:21])[CH3:20])=[N:10]2)[CH:6]=[CH:7][CH:8]=1. The catalyst class is: 2. (2) Reactant: [Cl:1][C:2]1[C:7](I)=[CH:6][CH:5]=[CH:4][N:3]=1.[CH3:9][C:10]1[S:11][CH:12]=[C:13]([C:15]#[C:16][Si](C)(C)C)[N:14]=1.C(N(CC)CC)C.CCCC[N+](CCCC)(CCCC)CCCC.[F-].CCOC(C)=O.[Cl-].[Na+].O. The catalyst class is: 654. Product: [Cl:1][C:2]1[C:7]([C:16]#[C:15][C:13]2[N:14]=[C:10]([CH3:9])[S:11][CH:12]=2)=[CH:6][CH:5]=[CH:4][N:3]=1. (3) Reactant: [CH3:1][NH:2][C:3]1[CH:8]=[CH:7][C:6]([C:9]([N:11]2[CH2:17][C:16]3([CH3:19])[CH2:18][CH:12]2[CH2:13][C:14]([CH3:21])([CH3:20])[CH2:15]3)=[O:10])=[CH:5][CH:4]=1.[CH3:22][S:23](Cl)(=[O:25])=[O:24]. Product: [CH3:1][N:2]([C:3]1[CH:8]=[CH:7][C:6]([C:9]([N:11]2[CH2:17][C:16]3([CH3:19])[CH2:18][CH:12]2[CH2:13][C:14]([CH3:21])([CH3:20])[CH2:15]3)=[O:10])=[CH:5][CH:4]=1)[S:23]([CH3:22])(=[O:25])=[O:24]. The catalyst class is: 2. (4) Reactant: [CH3:1][O:2][CH2:3][CH2:4][O:5][CH2:6][CH2:7][O:8][CH2:9][CH2:10][O:11][CH2:12][CH2:13][O:14][CH2:15][CH2:16][O:17][CH2:18][CH2:19][O:20][CH2:21][CH2:22][NH:23][S:24]([C:27]1[CH:32]=[CH:31][CH:30]=[C:29]([C@H:33]([NH:40][CH3:41])[CH2:34][N:35]2[CH2:39][CH2:38][CH2:37][CH2:36]2)[CH:28]=1)(=[O:26])=[O:25].[Cl:42][C:43]1[CH:44]=[C:45]([CH2:50][C:51]([OH:53])=O)[CH:46]=[CH:47][C:48]=1[Cl:49].C1C=CC2N(O)N=NC=2C=1.O.CCN(C(C)C)C(C)C.CCN=C=NCCCN(C)C.Cl. Product: [CH3:1][O:2][CH2:3][CH2:4][O:5][CH2:6][CH2:7][O:8][CH2:9][CH2:10][O:11][CH2:12][CH2:13][O:14][CH2:15][CH2:16][O:17][CH2:18][CH2:19][O:20][CH2:21][CH2:22][NH:23][S:24]([C:27]1[CH:28]=[C:29]([C@H:33]([N:40]([CH3:41])[C:51](=[O:53])[CH2:50][C:45]2[CH:46]=[CH:47][C:48]([Cl:49])=[C:43]([Cl:42])[CH:44]=2)[CH2:34][N:35]2[CH2:36][CH2:37][CH2:38][CH2:39]2)[CH:30]=[CH:31][CH:32]=1)(=[O:26])=[O:25]. The catalyst class is: 10. (5) Reactant: CC1(C)[O:6][C@H:5]([CH2:7][O:8][C:9]2[CH:10]=[C:11]3[C:16](=[CH:17][CH:18]=2)[CH:15]=[C:14]([CH2:19][O:20][C:21]2[CH:50]=[CH:49][C:24]([C:25]([N:27]4[CH2:48][CH2:47][C:30]5([NH:34]/[C:33](=[N:35]/[C:36]([C:38]6[C:43]([NH2:44])=[N:42][C:41]([NH2:45])=[C:40]([Cl:46])[N:39]=6)=[O:37])/[NH:32][CH2:31]5)[CH2:29][CH2:28]4)=[O:26])=[CH:23][CH:22]=2)[CH:13]=[CH:12]3)[CH2:4][O:3]1. Product: [OH:6][C@@H:5]([CH2:4][OH:3])[CH2:7][O:8][C:9]1[CH:10]=[C:11]2[C:16](=[CH:17][CH:18]=1)[CH:15]=[C:14]([CH2:19][O:20][C:21]1[CH:50]=[CH:49][C:24]([C:25]([N:27]3[CH2:28][CH2:29][C:30]4([NH:34]/[C:33](=[N:35]/[C:36]([C:38]5[C:43]([NH2:44])=[N:42][C:41]([NH2:45])=[C:40]([Cl:46])[N:39]=5)=[O:37])/[NH:32][CH2:31]4)[CH2:47][CH2:48]3)=[O:26])=[CH:23][CH:22]=1)[CH:13]=[CH:12]2. The catalyst class is: 5.